From a dataset of Full USPTO retrosynthesis dataset with 1.9M reactions from patents (1976-2016). Predict the reactants needed to synthesize the given product. (1) Given the product [F:1][C:2]1[CH:7]=[C:6]([N:8]2[CH:12]=[CH:11][CH:10]=[N:9]2)[CH:5]=[CH:4][C:3]=1[N:13]1[CH:32]=[C:17]([O:18][CH3:19])[C:16](=[O:20])[C:15]([C:21]2[N:25]([C:26]3[CH:27]=[CH:28][CH:29]=[CH:30][CH:31]=3)[N:24]=[CH:23][CH:22]=2)=[N:14]1, predict the reactants needed to synthesize it. The reactants are: [F:1][C:2]1[CH:7]=[C:6]([N:8]2[CH:12]=[CH:11][CH:10]=[N:9]2)[CH:5]=[CH:4][C:3]=1[NH:13][N:14]=[C:15]([C:21]1[N:25]([C:26]2[CH:31]=[CH:30][CH:29]=[CH:28][CH:27]=2)[N:24]=[CH:23][CH:22]=1)[C:16](=[O:20])[CH2:17][O:18][CH3:19].[CH3:32]OC(OC)N(C)C.O. (2) Given the product [F:19][C:5]1[CH:4]=[CH:3][C:2]([NH:1][C:31]([C:22]2[C:21]([Cl:20])=[CH:26][C:25]([C:27]([F:29])([F:28])[F:30])=[CH:24][N:23]=2)=[O:32])=[CH:7][C:6]=1[C@:8]1([CH3:18])[CH2:14][C:13]([CH3:16])([CH3:15])[O:12][CH2:11][C:10](=[S:17])[NH:9]1, predict the reactants needed to synthesize it. The reactants are: [NH2:1][C:2]1[CH:3]=[CH:4][C:5]([F:19])=[C:6]([C@:8]2([CH3:18])[CH2:14][C:13]([CH3:16])([CH3:15])[O:12][CH2:11][C:10](=[S:17])[NH:9]2)[CH:7]=1.[Cl:20][C:21]1[C:22]([C:31](O)=[O:32])=[N:23][CH:24]=[C:25]([C:27]([F:30])([F:29])[F:28])[CH:26]=1. (3) Given the product [CH:24]1([C:30]([NH:32][C:20]([C:9]2[C:8]([CH3:23])=[C:7]([C:5]3[S:6][C:2]([Cl:1])=[CH:3][CH:4]=3)[N:11]([C:12]3[CH:17]=[CH:16][C:15]([Cl:18])=[CH:14][C:13]=3[Cl:19])[N:10]=2)=[O:21])=[O:31])[CH2:29][CH2:28][CH2:27][CH2:26][CH2:25]1, predict the reactants needed to synthesize it. The reactants are: [Cl:1][C:2]1[S:6][C:5]([C:7]2[N:11]([C:12]3[CH:17]=[CH:16][C:15]([Cl:18])=[CH:14][C:13]=3[Cl:19])[N:10]=[C:9]([C:20](Cl)=[O:21])[C:8]=2[CH3:23])=[CH:4][CH:3]=1.[CH:24]1([C:30]([NH2:32])=[O:31])[CH2:29][CH2:28][CH2:27][CH2:26][CH2:25]1.C[Si]([N-][Si](C)(C)C)(C)C.[Li+]. (4) Given the product [CH3:19][C:17]1[CH:18]=[C:10]([CH2:9][CH:4]([CH2:5][C:6]([O:8][C:21]([CH3:24])([CH3:23])[CH3:22])=[O:7])[C:3]([O:2][CH3:1])=[O:20])[CH:11]=[C:12]2[C:16]=1[NH:15][N:14]=[CH:13]2, predict the reactants needed to synthesize it. The reactants are: [CH3:1][O:2][C:3](=[O:20])[CH:4]([CH2:9][C:10]1[CH:11]=[C:12]2[C:16](=[C:17]([CH3:19])[CH:18]=1)[NH:15][N:14]=[CH:13]2)[CH2:5][C:6]([OH:8])=[O:7].[C:21](OC(=N)C(Cl)(Cl)Cl)([CH3:24])([CH3:23])[CH3:22].B(F)(F)F.CCOCC.C(Cl)Cl. (5) Given the product [CH3:7][N:5]([C:4]([O:8][N:9]1[N:17]=[N:16][C:11]2[CH:12]=[CH:13][CH:14]=[N:15][C:10]1=2)=[N+:2]([CH3:3])[CH3:1])[CH3:6].[F:18][P-:19]([F:24])([F:23])([F:22])([F:21])[F:20].[CH:13]1[CH:14]=[N:15][C:10]2[N:9]([OH:8])[N:17]=[N:16][C:11]=2[CH:12]=1, predict the reactants needed to synthesize it. The reactants are: [CH3:1][N:2]([C:4]([O:8][N:9]1[N:17]=[N:16][C:11]2[CH:12]=[CH:13][CH:14]=[N:15][C:10]1=2)=[N+:5]([CH3:7])[CH3:6])[CH3:3].[F:18][P-:19]([F:24])([F:23])([F:22])([F:21])[F:20].CCN(C(C)C)C(C)C. (6) Given the product [CH2:33]([NH:36][C:39]([N:7]1[CH:6]([C:8]2[CH:15]=[CH:14][C:11]([C:12]#[N:13])=[CH:10][C:9]=2[S:16]([CH3:18])=[O:17])[C:5]2[C:19](=[O:22])[CH2:20][CH2:21][C:4]=2[N:3]([C:23]2[CH:28]=[CH:27][CH:26]=[C:25]([C:29]([F:31])([F:32])[F:30])[CH:24]=2)[C:2]1=[O:1])=[O:49])[CH3:34], predict the reactants needed to synthesize it. The reactants are: [O:1]=[C:2]1[NH:7][CH:6]([C:8]2[CH:15]=[CH:14][C:11]([C:12]#[N:13])=[CH:10][C:9]=2[S:16]([CH3:18])=[O:17])[C:5]2[C:19](=[O:22])[CH2:20][CH2:21][C:4]=2[N:3]1[C:23]1[CH:28]=[CH:27][CH:26]=[C:25]([C:29]([F:32])([F:31])[F:30])[CH:24]=1.[CH:33]([N:36]([CH:39](C)C)CC)(C)[CH3:34].C1C([N+]([O-])=[O:49])=CC=C([Cl-]C([O-])=O)C=1.C(N)C.C(=O)(OC1C=CC([N+]([O-])=O)=CC=1)N.